This data is from TCR-epitope binding with 47,182 pairs between 192 epitopes and 23,139 TCRs. The task is: Binary Classification. Given a T-cell receptor sequence (or CDR3 region) and an epitope sequence, predict whether binding occurs between them. (1) The epitope is FADDLNQLTGY. The TCR CDR3 sequence is CASYDSTDTQYF. Result: 0 (the TCR does not bind to the epitope). (2) The epitope is FADDLNQLTGY. The TCR CDR3 sequence is CATSDLGTGAGYTF. Result: 0 (the TCR does not bind to the epitope). (3) The epitope is YLNTLTLAV. The TCR CDR3 sequence is CSTLHSYEQYF. Result: 1 (the TCR binds to the epitope). (4) The epitope is RPRGEVRFL. The TCR CDR3 sequence is CASSYLLEQFF. Result: 0 (the TCR does not bind to the epitope). (5) The epitope is AVFDRKSDAK. The TCR CDR3 sequence is CASSLLPGRITEAFF. Result: 1 (the TCR binds to the epitope). (6) The epitope is TLIGDCATV. The TCR CDR3 sequence is CASSQGDFLGTGGHGYTF. Result: 0 (the TCR does not bind to the epitope). (7) The epitope is RLRAEAQVK. The TCR CDR3 sequence is CASSLGSGGVNEQFF. Result: 0 (the TCR does not bind to the epitope). (8) The epitope is VLAWLYAAV. The TCR CDR3 sequence is CASSGSDTPLETQYF. Result: 1 (the TCR binds to the epitope).